From a dataset of Forward reaction prediction with 1.9M reactions from USPTO patents (1976-2016). Predict the product of the given reaction. (1) Given the reactants [C:1]([O:5][C:6]([NH:8][C@H:9]([C:15]([O:17][CH2:18][C:19]1[CH:24]=[CH:23][CH:22]=[CH:21][CH:20]=1)=[O:16])[CH2:10][CH2:11][C:12]([O-:14])=O)=[O:7])([CH3:4])([CH3:3])[CH3:2].C(OC(Cl)=O)C(C)C.C(N(CC)CC)C.[N+:40](=[CH2:42])=[N-:41], predict the reaction product. The product is: [C:1]([O:5][C:6]([NH:8][C@@H:9]([CH2:10][CH2:11][C:12](=[O:14])[CH:42]=[N+:40]=[N-:41])[C:15]([O:17][CH2:18][C:19]1[CH:24]=[CH:23][CH:22]=[CH:21][CH:20]=1)=[O:16])=[O:7])([CH3:2])([CH3:3])[CH3:4]. (2) Given the reactants [CH2:1]([C:3]1[CH:8]=[CH:7][C:6]([C:9]2[CH:14]=[CH:13][C:12]([C:15]3[S:16][C:17]([CH:20]=[CH:21][CH3:22])=[CH:18][CH:19]=3)=[C:11]([F:23])[CH:10]=2)=[CH:5][CH:4]=1)[CH3:2], predict the reaction product. The product is: [CH2:1]([C:3]1[CH:4]=[CH:5][C:6]([C:9]2[CH:14]=[CH:13][C:12]([C:15]3[S:16][C:17]([CH2:20][CH2:21][CH3:22])=[CH:18][CH:19]=3)=[C:11]([F:23])[CH:10]=2)=[CH:7][CH:8]=1)[CH3:2].